From a dataset of Reaction yield outcomes from USPTO patents with 853,638 reactions. Predict the reaction yield, written as a fraction of the theoretical maximum amount of product (1.0 means a 100% yield; for example, 0.34 means a 34% yield). The reactants are Br[C:2]1[CH:7]=[C:6]([N+:8]([O-:10])=[O:9])[C:5]([NH:11][CH:12]=[O:13])=[C:4]([F:14])[CH:3]=1.[F:15][C:16]([F:27])([F:26])[C:17]1[CH:22]=[CH:21][C:20](B(O)O)=[CH:19][CH:18]=1.C(=O)(O)[O-].[Na+]. The catalyst is C(=O)([O-])[O-].[K+].[K+].O1CCOCC1.C1C=CC(P(C2C=CC=CC=2)[C-]2C=CC=C2)=CC=1.C1C=CC(P(C2C=CC=CC=2)[C-]2C=CC=C2)=CC=1.Cl[Pd]Cl.[Fe+2]. The product is [F:14][C:4]1[CH:3]=[C:2]([C:20]2[CH:21]=[CH:22][C:17]([C:16]([F:27])([F:26])[F:15])=[CH:18][CH:19]=2)[CH:7]=[C:6]([N+:8]([O-:10])=[O:9])[C:5]=1[NH:11][CH:12]=[O:13]. The yield is 0.750.